Dataset: Full USPTO retrosynthesis dataset with 1.9M reactions from patents (1976-2016). Task: Predict the reactants needed to synthesize the given product. (1) Given the product [C:1]([O:4][CH2:5][C@H:6]1[O:11][C@H:10]([CH2:12][P:13]([O:18][CH2:19][CH3:20])(=[O:17])[O:14][CH2:15][CH3:16])[C@@H:9]([NH:21][C:43](=[O:44])[CH3:42])[C@@H:8]([O:24][CH2:25][C:26]2[CH:31]=[CH:30][CH:29]=[CH:28][CH:27]=2)[C@@H:7]1[O:32][CH2:33][C:34]1[CH:39]=[CH:38][CH:37]=[CH:36][CH:35]=1)(=[O:3])[CH3:2], predict the reactants needed to synthesize it. The reactants are: [C:1]([O:4][CH2:5][C@H:6]1[O:11][C@H:10]([CH2:12][P:13]([O:18][CH2:19][CH3:20])(=[O:17])[O:14][CH2:15][CH3:16])[C@@H:9]([N:21]=[N+]=[N-])[C@@H:8]([O:24][CH2:25][C:26]2[CH:31]=[CH:30][CH:29]=[CH:28][CH:27]=2)[C@@H:7]1[O:32][CH2:33][C:34]1[CH:39]=[CH:38][CH:37]=[CH:36][CH:35]=1)(=[O:3])[CH3:2].[BH4-].[Na+].[CH3:42][C:43](OC(C)=O)=[O:44]. (2) Given the product [F:1][C:2]([F:9])([F:8])[C:3](=[CH2:7])[C:4]([O:6][CH:10]([O:12][CH2:13][CH3:14])[CH3:11])=[O:5], predict the reactants needed to synthesize it. The reactants are: [F:1][C:2]([F:9])([F:8])[C:3](=[CH2:7])[C:4]([OH:6])=[O:5].[CH:10]([O:12][CH2:13][CH3:14])=[CH2:11].